From a dataset of Full USPTO retrosynthesis dataset with 1.9M reactions from patents (1976-2016). Predict the reactants needed to synthesize the given product. Given the product [OH:46][CH2:45][CH2:44][N:41]1[CH2:42][CH2:43][CH:38]([NH:37][C:25]([NH:23][C:18]2[CH:19]=[C:20]3[C:15](=[CH:16][CH:17]=2)[N:14]=[C:13]([NH:12][CH:10]2[C:11]4[C:7](=[CH:6][CH:5]=[CH:4][C:3]=4[O:2][CH3:1])[CH2:8][CH2:9]2)[CH:22]=[CH:21]3)=[O:26])[CH2:39][CH2:40]1, predict the reactants needed to synthesize it. The reactants are: [CH3:1][O:2][C:3]1[CH:4]=[CH:5][CH:6]=[C:7]2[C:11]=1[CH:10]([NH:12][C:13]1[CH:22]=[CH:21][C:20]3[C:15](=[CH:16][CH:17]=[C:18]([NH2:23])[CH:19]=3)[N:14]=1)[CH2:9][CH2:8]2.Cl[C:25](OC1C=CC([N+]([O-])=O)=CC=1)=[O:26].[NH2:37][CH:38]1[CH2:43][CH2:42][N:41]([CH2:44][CH2:45][OH:46])[CH2:40][CH2:39]1.